The task is: Predict the product of the given reaction.. This data is from Forward reaction prediction with 1.9M reactions from USPTO patents (1976-2016). (1) The product is: [NH2:20][C:19]1[N:18]=[CH:17][C:16]2[C:23]([C:26]3[CH:27]=[N:28][N:29]([CH:31]4[CH2:36][CH2:35][N:34]([C:37]([O:39][C:40]([CH3:43])([CH3:41])[CH3:42])=[O:38])[CH2:33][CH2:32]4)[CH:30]=3)=[CH:24][O:25][C:15]=2[C:14]=1[O:13][CH:11]([C:3]1[C:2]([Cl:1])=[C:7]([F:8])[CH:6]=[C:5]([F:9])[C:4]=1[Cl:10])[CH3:12]. Given the reactants [Cl:1][C:2]1[C:7]([F:8])=[CH:6][C:5]([F:9])=[C:4]([Cl:10])[C:3]=1[CH:11]([O:13][C:14]1[C:15]2[O:25][CH:24]=[C:23]([C:26]3[CH:27]=[N:28][N:29]([CH:31]4[CH2:36][CH2:35][N:34]([C:37]([O:39][C:40]([CH3:43])([CH3:42])[CH3:41])=[O:38])[CH2:33][CH2:32]4)[CH:30]=3)[C:16]=2[CH:17]=[N:18][C:19]=1[N+:20]([O-])=O)[CH3:12].Cl, predict the reaction product. (2) Given the reactants [F:1][CH2:2][C:3]([CH3:8])([CH3:7])[C:4](=[O:6])[CH3:5].[OH-:9].[Na+].[Mn]([O-])(=O)(=O)=[O:12].[K+].CCO, predict the reaction product. The product is: [F:1][CH2:2][C:3]([CH3:8])([CH3:7])[C:4](=[O:6])[C:5]([OH:12])=[O:9]. (3) Given the reactants [CH3:1][O:2][C:3]([C@H:5]1[CH2:10][C@H:9]([NH:11][C:12](=[O:18])[CH2:13][CH2:14][CH:15]([CH3:17])[CH3:16])[CH2:8][CH2:7][NH:6]1)=[O:4].CCN(CC)CC.[S:26]1[CH:30]=[CH:29][CH:28]=[C:27]1[S:31](Cl)(=[O:33])=[O:32], predict the reaction product. The product is: [CH3:1][O:2][C:3]([C@H:5]1[CH2:10][C@H:9]([NH:11][C:12](=[O:18])[CH2:13][CH2:14][CH:15]([CH3:16])[CH3:17])[CH2:8][CH2:7][N:6]1[S:31]([C:27]1[S:26][CH:30]=[CH:29][CH:28]=1)(=[O:33])=[O:32])=[O:4]. (4) Given the reactants [Cl-].[OH:2][NH3+].C[O-].[Na+].S(O)(=O)(=O)C.[C:12](=[NH:19])([O:14][CH2:15][CH2:16][O:17][CH3:18])[NH2:13], predict the reaction product. The product is: [OH:2][NH:19][C:12](=[NH:13])[O:14][CH2:15][CH2:16][O:17][CH3:18]. (5) Given the reactants [Na].[C:2]([C:10]([O:16][CH2:17][CH2:18][O:19][C:20]1C=CC=[CH:22][CH:21]=1)(S([O-])(=O)=O)C)(CC(C)(C)C)(C)[CH3:3].[Na+].S1(=[O:36])C2C=CC=CC=2C=N1.FF.N#CN, predict the reaction product. The product is: [C:20]([OH:36])(=[O:19])[CH:21]=[CH2:22].[C:10]([O:16][CH2:17][CH3:18])(=[O:36])[CH:2]=[CH2:3]. (6) Given the reactants Br[C:2]1[CH:3]=[C:4]2[CH:10]=[N:9][NH:8][C:5]2=[CH:6][N:7]=1.C([O-])([O-])=O.[Na+].[Na+].CC1(C)C(C)(C)OB([C:25]2[CH:26]=[N:27][NH:28][CH:29]=2)O1, predict the reaction product. The product is: [NH:27]1[CH:26]=[C:25]([C:2]2[CH:3]=[C:4]3[CH:10]=[N:9][NH:8][C:5]3=[CH:6][N:7]=2)[CH:29]=[N:28]1.